This data is from Peptide-MHC class I binding affinity with 185,985 pairs from IEDB/IMGT. The task is: Regression. Given a peptide amino acid sequence and an MHC pseudo amino acid sequence, predict their binding affinity value. This is MHC class I binding data. (1) The peptide sequence is TFTYASALW. The MHC is HLA-A30:02 with pseudo-sequence HLA-A30:02. The binding affinity (normalized) is 0.0126. (2) The peptide sequence is AVLMLVAHY. The MHC is HLA-A30:02 with pseudo-sequence HLA-A30:02. The binding affinity (normalized) is 0.927. (3) The peptide sequence is IPPMTQSQAV. The MHC is HLA-B07:02 with pseudo-sequence HLA-B07:02. The binding affinity (normalized) is 0.614. (4) The peptide sequence is QTALFLLKL. The MHC is Mamu-B1001 with pseudo-sequence Mamu-B1001. The binding affinity (normalized) is 0.217. (5) The peptide sequence is QSIFRFLNI. The MHC is HLA-A32:01 with pseudo-sequence HLA-A32:01. The binding affinity (normalized) is 0.473. (6) The peptide sequence is DSPSVPSHL. The MHC is Patr-B0101 with pseudo-sequence Patr-B0101. The binding affinity (normalized) is 0. (7) The peptide sequence is RLLGFTMEW. The MHC is Mamu-B17 with pseudo-sequence Mamu-B17. The binding affinity (normalized) is 0.932.